From a dataset of Catalyst prediction with 721,799 reactions and 888 catalyst types from USPTO. Predict which catalyst facilitates the given reaction. (1) Reactant: [F:1][C:2]([F:43])([F:42])[C:3]1[CH:4]=[C:5]([C@H:13]2[O:17][C:16](=[O:18])[N:15]([CH2:19][C:20]3[CH:25]=[C:24]([C:26]([CH3:28])=[CH2:27])[CH:23]=[CH:22][C:21]=3[C:29]3[CH:34]=[C:33]([CH:35]([CH3:37])[CH3:36])[C:32]([F:38])=[CH:31][C:30]=3[O:39][CH3:40])[C@H:14]2[CH3:41])[CH:6]=[C:7]([C:9]([F:12])([F:11])[F:10])[CH:8]=1. Product: [F:43][C:2]([F:1])([F:42])[C:3]1[CH:4]=[C:5]([C@H:13]2[O:17][C:16](=[O:18])[N:15]([CH2:19][C:20]3[CH:25]=[C:24]([CH:26]([CH3:27])[CH3:28])[CH:23]=[CH:22][C:21]=3[C:29]3[CH:34]=[C:33]([CH:35]([CH3:37])[CH3:36])[C:32]([F:38])=[CH:31][C:30]=3[O:39][CH3:40])[C@H:14]2[CH3:41])[CH:6]=[C:7]([C:9]([F:10])([F:11])[F:12])[CH:8]=1. The catalyst class is: 5. (2) Reactant: C([Li])CCC.[F:6][C:7]([F:29])([F:28])[C:8]1[N:13]=[C:12]([O:14][CH:15]2[CH2:20][CH2:19][N:18](C(OC(C)(C)C)=O)[CH2:17][CH2:16]2)[CH:11]=[CH:10][CH:9]=1.[O:30]1[CH2:34][CH2:33]OS1(=O)=O.Cl.O.C(=O)(O)[O-].[Na+]. Product: [NH:18]1[CH2:17][CH2:16][CH:15]([O:14][C:12]2[CH:11]=[C:10]([CH2:33][CH2:34][OH:30])[CH:9]=[C:8]([C:7]([F:6])([F:28])[F:29])[N:13]=2)[CH2:20][CH2:19]1. The catalyst class is: 334. (3) Reactant: [CH2:1]1[CH:5]2[CH2:6][NH:7][CH2:8][CH:4]2[CH2:3][N:2]1[C:9]1[N:14]=[C:13]([C:15]([F:18])([F:17])[F:16])[N:12]=[C:11]([N:19]([CH3:21])[CH3:20])[CH:10]=1.[F:22][C:23]1[CH:24]=[CH:25][C:26]([N:32]2[N:36]=[CH:35][CH:34]=[N:33]2)=[C:27]([CH:31]=1)[C:28](O)=[O:29].CN(C(ON1N=NC2C=CC=NC1=2)=[N+](C)C)C.F[P-](F)(F)(F)(F)F.CCN(C(C)C)C(C)C. Product: [F:22][C:23]1[CH:24]=[CH:25][C:26]([N:32]2[N:36]=[CH:35][CH:34]=[N:33]2)=[C:27]([C:28]([N:7]2[CH2:6][CH:5]3[CH2:1][N:2]([C:9]4[N:14]=[C:13]([C:15]([F:18])([F:17])[F:16])[N:12]=[C:11]([N:19]([CH3:21])[CH3:20])[CH:10]=4)[CH2:3][CH:4]3[CH2:8]2)=[O:29])[CH:31]=1. The catalyst class is: 39. (4) Reactant: [C:1]([O:4]C(=O)C)(=O)[CH3:2].[CH2:8]([O:15][C:16]1[CH:22]=[CH:21][C:19]([NH2:20])=[C:18]([CH3:23])[CH:17]=1)[C:9]1[CH:14]=[CH:13][CH:12]=[CH:11][CH:10]=1.[N:24](OC(C)(C)C)=O. Product: [C:1]([N:20]1[C:19]2[C:18](=[CH:17][C:16]([O:15][CH2:8][C:9]3[CH:10]=[CH:11][CH:12]=[CH:13][CH:14]=3)=[CH:22][CH:21]=2)[CH:23]=[N:24]1)(=[O:4])[CH3:2]. The catalyst class is: 11. (5) Reactant: O=P(Cl)(Cl)Cl.[CH3:6][N:7]1[C:15]2[C:10](=[CH:11][CH:12]=[CH:13][CH:14]=2)[CH:9]=[C:8]1[CH3:16].[OH-].[Na+].CN([CH:22]=[O:23])C. Product: [CH3:6][N:7]1[C:15]2[C:10](=[CH:11][CH:12]=[CH:13][CH:14]=2)[C:9]([CH:22]=[O:23])=[C:8]1[CH3:16]. The catalyst class is: 6. (6) Reactant: [CH3:1][O:2][C:3](=[O:16])[C:4]1[C:9]([Cl:10])=[CH:8][CH:7]=[C:6]([C:11](Cl)=[N:12][OH:13])[C:5]=1[F:15].[F:17][C:18]([F:27])([F:26])[C:19]1[CH:20]=[C:21]([CH:23]=[CH:24][CH:25]=1)[NH2:22].NC1C=CC=CC=1. Product: [Cl:10][C:9]1[C:4]([C:3]([O:2][CH3:1])=[O:16])=[C:5]([F:15])[C:6]([C:11](=[N:12][OH:13])[NH:22][C:21]2[CH:23]=[CH:24][CH:25]=[C:19]([C:18]([F:17])([F:26])[F:27])[CH:20]=2)=[CH:7][CH:8]=1. The catalyst class is: 1.